Dataset: CYP2C9 inhibition data for predicting drug metabolism from PubChem BioAssay. Task: Regression/Classification. Given a drug SMILES string, predict its absorption, distribution, metabolism, or excretion properties. Task type varies by dataset: regression for continuous measurements (e.g., permeability, clearance, half-life) or binary classification for categorical outcomes (e.g., BBB penetration, CYP inhibition). Dataset: cyp2c9_veith. (1) The molecule is COCCn1c(=O)[nH]c2cc(C(=O)N3CCN(c4ccccc4OC)CC3)ccc2c1=O. The result is 1 (inhibitor). (2) The compound is CC(C)(C)C(=O)Nc1cccc(-c2nc3ccccc3c(=O)o2)c1. The result is 1 (inhibitor).